Dataset: Reaction yield outcomes from USPTO patents with 853,638 reactions. Task: Predict the reaction yield, written as a fraction of the theoretical maximum amount of product (1.0 means a 100% yield; for example, 0.34 means a 34% yield). (1) The reactants are [CH3:1][C:2]1[C:11]2[C:6](=[CH:7][CH:8]=[CH:9][CH:10]=2)[N:5]=[CH:4][C:3]=1[N+:12]([O-])=O.O.O.[Sn](Cl)Cl.[OH-].[Na+]. The catalyst is Cl.O. The product is [NH2:12][C:3]1[CH:4]=[N:5][C:6]2[C:11]([C:2]=1[CH3:1])=[CH:10][CH:9]=[CH:8][CH:7]=2. The yield is 0.800. (2) The reactants are [CH3:1][O:2][C:3]1[CH:4]=[C:5]([CH2:15][CH2:16][CH2:17][CH2:18][CH2:19][CH2:20][CH2:21][CH2:22][C:23]2[CH:28]=[CH:27][C:26]([NH:29]C(=O)C)=[CH:25][CH:24]=2)[C:6]2[C:11]([C:12]=1[O:13][CH3:14])=[CH:10][CH:9]=[CH:8][CH:7]=2.Cl. The catalyst is CO. The product is [CH3:1][O:2][C:3]1[CH:4]=[C:5]([CH2:15][CH2:16][CH2:17][CH2:18][CH2:19][CH2:20][CH2:21][CH2:22][C:23]2[CH:24]=[CH:25][C:26]([NH2:29])=[CH:27][CH:28]=2)[C:6]2[C:11]([C:12]=1[O:13][CH3:14])=[CH:10][CH:9]=[CH:8][CH:7]=2. The yield is 0.750. (3) The reactants are [Br:1][C:2]1[CH:21]=[CH:20][C:5]([O:6][C:7]2[N:14]=[C:13]([NH:15][CH2:16][CH2:17][O:18][CH3:19])[CH:12]=[CH:11][C:8]=2[C:9]#[N:10])=[CH:4][C:3]=1[CH:22]1OCC[O:23]1.Cl. The catalyst is C1COCC1. The product is [Br:1][C:2]1[CH:21]=[CH:20][C:5]([O:6][C:7]2[N:14]=[C:13]([NH:15][CH2:16][CH2:17][O:18][CH3:19])[CH:12]=[CH:11][C:8]=2[C:9]#[N:10])=[CH:4][C:3]=1[CH:22]=[O:23]. The yield is 0.870. (4) No catalyst specified. The yield is 0.180. The product is [OH:28][NH:27][C:25]([C:24]1([CH2:23][S:20]([N:17]2[CH2:18][CH2:19][N:14]([C:11]3[N:10]=[CH:9][C:8]([C:5]4[CH:6]=[CH:7][C:2]([F:1])=[CH:3][CH:4]=4)=[CH:13][N:12]=3)[CH2:15][CH2:16]2)(=[O:21])=[O:22])[CH2:38][CH2:33][CH2:34][CH2:31][CH2:29]1)=[O:26]. The reactants are [F:1][C:2]1[CH:7]=[CH:6][C:5]([C:8]2[CH:9]=[N:10][C:11]([N:14]3[CH2:19][CH2:18][N:17]([S:20]([CH2:23][C@H:24]([CH:29]([CH3:31])C)[C:25]([NH:27][OH:28])=[O:26])(=[O:22])=[O:21])[CH2:16][CH2:15]3)=[N:12][CH:13]=2)=[CH:4][CH:3]=1.F[C:33]1[CH:38]=CC(C2C=NC(N3CCN(S(CC4(C(O)=O)CCCCC4)(=O)=O)CC3)=NC=2)=C[CH:34]=1. (5) The reactants are [CH3:1][C:2]1[S:9][C:8]2[CH:7]=[C:6]([C:10](O)=O)[NH:5][C:4]=2[C:3]=1[N:13]([CH3:22])[S:14]([C:17]1[S:18][CH:19]=[CH:20][CH:21]=1)(=[O:16])=[O:15].C([S:30][CH:31]([CH:34]([O:37][CH3:38])[O:35][CH3:36])[CH2:32][NH2:33])C1C=CC=CC=1.N1(O)C2C=CC=CC=2N=N1.Cl.CN(C)CCCN=C=NCC.C(=O)([O-])O.[Na+].C1(P(=O)(C2C=CC=CC=2)C2C=CC=CC=2)C=CC=CC=1.FC(F)(F)S(OS(C(F)(F)F)(=O)=O)(=O)=O. The catalyst is ClCCl.C(#N)C.O1CCCC1. The product is [CH3:36][O:35][CH:34]([O:37][CH3:38])[CH:31]1[S:30][C:10]([C:6]2[NH:5][C:4]3[C:3]([N:13]([CH3:22])[S:14]([C:17]4[S:18][CH:19]=[CH:20][CH:21]=4)(=[O:16])=[O:15])=[C:2]([CH3:1])[S:9][C:8]=3[CH:7]=2)=[N:33][CH2:32]1. The yield is 0.270. (6) The reactants are [NH2:1][CH2:2][CH2:3][NH:4][C:5](=[O:14])[O:6][CH2:7][C:8]1[CH:13]=[CH:12][CH:11]=[CH:10][CH:9]=1.N1C=CN=C1.[C:20](O)(=[O:28])[C:21]1[C:22](=[CH:24][CH:25]=[CH:26][CH:27]=1)[OH:23].C1CCC(N=C=NC2CCCCC2)CC1. The catalyst is C(OCC)(=O)C. The product is [OH:23][C:22]1[CH:24]=[CH:25][CH:26]=[CH:27][C:21]=1[C:20]([NH:1][CH2:2][CH2:3][NH:4][C:5](=[O:14])[O:6][CH2:7][C:8]1[CH:9]=[CH:10][CH:11]=[CH:12][CH:13]=1)=[O:28]. The yield is 0.660. (7) The reactants are [Br:1][C:2]1[CH:3]=[C:4]([C:8]([OH:10])=O)[N:5]([CH3:7])[CH:6]=1.[NH2:11][CH:12]([CH2:22][C:23]1[CH:28]=[CH:27][CH:26]=[CH:25][CH:24]=1)[CH2:13][NH:14][C:15](=[O:21])[O:16][C:17]([CH3:20])([CH3:19])[CH3:18].C1CN([P+](Br)(N2CCCC2)N2CCCC2)CC1.F[P-](F)(F)(F)(F)F.CCN(C(C)C)C(C)C. The catalyst is C(Cl)(Cl)Cl. The product is [Br:1][C:2]1[CH:3]=[C:4]([C:8]([NH:11][CH:12]([CH2:22][C:23]2[CH:24]=[CH:25][CH:26]=[CH:27][CH:28]=2)[CH2:13][NH:14][C:15](=[O:21])[O:16][C:17]([CH3:20])([CH3:18])[CH3:19])=[O:10])[N:5]([CH3:7])[CH:6]=1. The yield is 0.260. (8) The reactants are [CH:1]1([C:4]2[O:5][C:6]3[C:12](I)=[CH:11][C:10]([NH:14][S:15]([CH2:18][CH3:19])(=[O:17])=[O:16])=[CH:9][C:7]=3[CH:8]=2)[CH2:3][CH2:2]1.[CH3:20][N:21]1[CH:26]=[C:25](B2OC(C)(C)C(C)(C)O2)[CH:24]=[C:23]([CH3:36])[C:22]1=[O:37].C([O-])([O-])=O.[K+].[K+].O. The catalyst is CN(C=O)C.C1C=CC(P(C2C=CC=CC=2)[C-]2C=CC=C2)=CC=1.C1C=CC(P(C2C=CC=CC=2)[C-]2C=CC=C2)=CC=1.Cl[Pd]Cl.[Fe+2]. The product is [CH:1]1([C:4]2[O:5][C:6]3[C:12]([C:25]4[CH:24]=[C:23]([CH3:36])[C:22](=[O:37])[N:21]([CH3:20])[CH:26]=4)=[CH:11][C:10]([NH:14][S:15]([CH2:18][CH3:19])(=[O:17])=[O:16])=[CH:9][C:7]=3[CH:8]=2)[CH2:3][CH2:2]1. The yield is 0.470. (9) The reactants are [C:1]([NH:5][S:6]([C:9]1[CH:17]=[C:16]2[C:12]([C:13]([CH:18]3[CH2:23][CH2:22][CH2:21][CH:20]=[CH:19]3)=[CH:14][NH:15]2)=[CH:11][CH:10]=1)(=[O:8])=[O:7])([CH3:4])([CH3:3])[CH3:2]. The catalyst is CO.[OH-].[OH-].[Pd+2]. The product is [C:1]([NH:5][S:6]([C:9]1[CH:17]=[C:16]2[C:12]([C:13]([CH:18]3[CH2:23][CH2:22][CH2:21][CH2:20][CH2:19]3)=[CH:14][NH:15]2)=[CH:11][CH:10]=1)(=[O:7])=[O:8])([CH3:4])([CH3:2])[CH3:3]. The yield is 0.820.